Dataset: Catalyst prediction with 721,799 reactions and 888 catalyst types from USPTO. Task: Predict which catalyst facilitates the given reaction. Reactant: [C:1]([S:5][C:6]1[C:14]2[C:9](=[CH:10][CH:11]=[C:12]([O:15][CH2:16][C:17]3[CH:22]=[CH:21][CH:20]=[CH:19][N:18]=3)[CH:13]=2)[N:8]([CH2:23][C:24]2[CH:33]=[CH:32][C:27]([C:28]([NH:30][NH2:31])=[O:29])=[CH:26][CH:25]=2)[C:7]=1[CH2:34][C:35]([CH3:38])([CH3:37])[CH3:36])([CH3:4])([CH3:3])[CH3:2].[CH2:39]=[NH:40]. Product: [C:1]([S:5][C:6]1[C:14]2[C:9](=[CH:10][CH:11]=[C:12]([O:15][CH2:16][C:17]3[CH:22]=[CH:21][CH:20]=[CH:19][N:18]=3)[CH:13]=2)[N:8]([CH2:23][C:24]2[CH:25]=[CH:26][C:27]([C:28]3[O:29][C:39]([NH2:40])=[N:31][N:30]=3)=[CH:32][CH:33]=2)[C:7]=1[CH2:34][C:35]([CH3:38])([CH3:37])[CH3:36])([CH3:4])([CH3:3])[CH3:2]. The catalyst class is: 3.